This data is from Catalyst prediction with 721,799 reactions and 888 catalyst types from USPTO. The task is: Predict which catalyst facilitates the given reaction. (1) The catalyst class is: 2. Reactant: [Cl:1][C:2]1[CH:3]=[C:4]([N:11]([S:15]([C:18]2[CH:23]=[CH:22][C:21]([Cl:24])=[C:20]([C:25]([F:28])([F:27])[F:26])[CH:19]=2)(=[O:17])=[O:16])[CH2:12][O:13][CH3:14])[C:5]([C:8](O)=[O:9])=[N:6][CH:7]=1.C(Cl)(=O)C(Cl)=O.C(N(CC)CC)C.[NH2:42][C:43]1[CH:48]=[CH:47][CH:46]=[CH:45][CH:44]=1. Product: [C:43]1([NH:42][C:8]([C:5]2[C:4]([N:11]([S:15]([C:18]3[CH:23]=[CH:22][C:21]([Cl:24])=[C:20]([C:25]([F:27])([F:28])[F:26])[CH:19]=3)(=[O:17])=[O:16])[CH2:12][O:13][CH3:14])=[CH:3][C:2]([Cl:1])=[CH:7][N:6]=2)=[O:9])[CH:48]=[CH:47][CH:46]=[CH:45][CH:44]=1. (2) Reactant: [N:1]#[C:2][NH2:3].[CH3:4][O-].[Na+].[CH:7]1([C:10]2[CH:17]=[C:16]([N:18]=[C:19]=[S:20])[CH:15]=[CH:14][C:11]=2[C:12]#[N:13])[CH2:9][CH2:8]1.CI. Product: [C:2](/[N:3]=[C:19](\[S:20][CH3:4])/[NH:18][C:16]1[CH:15]=[CH:14][C:11]([C:12]#[N:13])=[C:10]([CH:7]2[CH2:8][CH2:9]2)[CH:17]=1)#[N:1]. The catalyst class is: 5. (3) Reactant: [CH2:1]([N:8]1[CH2:12][CH2:11][C:10]([C:20]2[CH:21]=[C:22]3[C:26](=[CH:27][CH:28]=2)[NH:25][CH:24]=[CH:23]3)([CH2:13][C:14]2[CH:19]=[CH:18][CH:17]=[CH:16][CH:15]=2)[CH2:9]1)[C:2]1[CH:7]=[CH:6][CH:5]=[CH:4][CH:3]=1.[C:29](O[C:29]([O:31][C:32]([CH3:35])([CH3:34])[CH3:33])=[O:30])([O:31][C:32]([CH3:35])([CH3:34])[CH3:33])=[O:30].C(N(CC)CC)C. Product: [C:32]([O:31][C:29]([N:25]1[C:26]2[C:22](=[CH:21][C:20]([C:10]3([CH2:13][C:14]4[CH:19]=[CH:18][CH:17]=[CH:16][CH:15]=4)[CH2:11][CH2:12][N:8]([CH2:1][C:2]4[CH:7]=[CH:6][CH:5]=[CH:4][CH:3]=4)[CH2:9]3)=[CH:28][CH:27]=2)[CH:23]=[CH:24]1)=[O:30])([CH3:35])([CH3:34])[CH3:33]. The catalyst class is: 630. (4) The catalyst class is: 61. Reactant: [CH2:1]([OH:7])[CH2:2][O:3][CH2:4][CH2:5][OH:6].C(N(CC)CC)C.[C:15]1([CH3:25])[CH:20]=[CH:19][C:18]([S:21](Cl)(=[O:23])=[O:22])=[CH:17][CH:16]=1. Product: [OH:7][CH2:1][CH2:2][O:3][CH2:4][CH2:5][O:6][S:21]([C:18]1[CH:19]=[CH:20][C:15]([CH3:25])=[CH:16][CH:17]=1)(=[O:23])=[O:22].